From a dataset of Reaction yield outcomes from USPTO patents with 853,638 reactions. Predict the reaction yield, written as a fraction of the theoretical maximum amount of product (1.0 means a 100% yield; for example, 0.34 means a 34% yield). (1) The reactants are P(C(C)(C)C)(C(C)(C)C)C(C)(C)C.CCCCCC.O(C(C)(C)C)[Na].[CH3:26][O:27][C:28]1[CH:29]=[CH:30][C:31]2[CH2:32][C@H:33]3[NH:44][CH2:43][CH2:42][C@@:39]4([C:40]=2[CH:41]=1)[C@H:34]3[CH2:35][CH2:36][CH2:37][CH2:38]4.[N+:45]([C:48]1[CH:53]=[CH:52][C:51](Br)=[CH:50][CH:49]=1)([O-:47])=[O:46]. The catalyst is C1(C)C=CC=CC=1.C(Cl)Cl.CC([O-])=O.CC([O-])=O.[Pd+2]. The product is [CH3:26][O:27][C:28]1[CH:29]=[CH:30][C:31]2[CH2:32][C@H:33]3[N:44]([C:51]4[CH:52]=[CH:53][C:48]([N+:45]([O-:47])=[O:46])=[CH:49][CH:50]=4)[CH2:43][CH2:42][C@@:39]4([C:40]=2[CH:41]=1)[C@H:34]3[CH2:35][CH2:36][CH2:37][CH2:38]4. The yield is 0.300. (2) The reactants are C[O:2][C:3](=O)[CH2:4][CH2:5][C@@H:6]([C:29]#[N:30])[NH:7][C:8]([C@@H:10]1[CH2:15][CH2:14][CH2:13][CH2:12][C@@H:11]1[NH:16][C:17]([C:19]1[N:20]([CH3:28])[C:21]2[C:26]([CH:27]=1)=[CH:25][CH:24]=[CH:23][CH:22]=2)=[O:18])=[O:9].[BH4-].[Na+]. The catalyst is CO.C(Cl)Cl. The product is [C:29]([CH:6]([NH:7][C:8]([C@@H:10]1[CH2:15][CH2:14][CH2:13][CH2:12][C@@H:11]1[NH:16][C:17]([C:19]1[N:20]([CH3:28])[C:21]2[C:26]([CH:27]=1)=[CH:25][CH:24]=[CH:23][CH:22]=2)=[O:18])=[O:9])[CH2:5][CH2:4][CH2:3][OH:2])#[N:30]. The yield is 0.430. (3) The reactants are C[O:2][C:3]1[CH:21]=[CH:20][C:6]2[NH:7][CH2:8][CH:9]([C:12]3[CH:17]=[CH:16][CH:15]=[C:14]([O:18]C)[CH:13]=3)[CH2:10][O:11][C:5]=2[CH:4]=1.Cl.N1C=CC=CC=1.C[O-].[Na+]. The catalyst is CO. The product is [OH:18][C:14]1[CH:13]=[C:12]([CH:9]2[CH2:8][NH:7][C:6]3[CH:20]=[CH:21][C:3]([OH:2])=[CH:4][C:5]=3[O:11][CH2:10]2)[CH:17]=[CH:16][CH:15]=1. The yield is 1.00. (4) The reactants are [OH:1][C:2]1[CH:11]=[CH:10][C:5]([C:6]([O:8][CH3:9])=[O:7])=[CH:4][CH:3]=1.C(=O)([O-])[O-].[K+].[K+].Cl[CH2:19][C:20]([N:22]([CH3:24])[CH3:23])=[O:21]. The catalyst is CN(C=O)C. The product is [CH3:23][N:22]([CH3:24])[C:20](=[O:21])[CH2:19][O:1][C:2]1[CH:3]=[CH:4][C:5]([C:6]([O:8][CH3:9])=[O:7])=[CH:10][CH:11]=1. The yield is 0.680. (5) The reactants are [CH2:1]([N:8]1[C:16]2[C:11](=[CH:12][C:13]([C:17]3[CH:22]=[CH:21][C:20]([C:23]([CH3:26])([CH3:25])[CH3:24])=[CH:19][CH:18]=3)=[CH:14][CH:15]=2)[C:10]([C:27](=[O:33])[C:28]([O:30]CC)=[O:29])=[CH:9]1)[C:2]1[CH:7]=[CH:6][CH:5]=[CH:4][CH:3]=1.[OH-].[K+]. The catalyst is C1COCC1.O. The product is [CH2:1]([N:8]1[C:16]2[C:11](=[CH:12][C:13]([C:17]3[CH:22]=[CH:21][C:20]([C:23]([CH3:26])([CH3:25])[CH3:24])=[CH:19][CH:18]=3)=[CH:14][CH:15]=2)[C:10]([C:27](=[O:33])[C:28]([OH:30])=[O:29])=[CH:9]1)[C:2]1[CH:3]=[CH:4][CH:5]=[CH:6][CH:7]=1. The yield is 0.630. (6) The reactants are [NH2:1][C:2]([CH3:19])([CH2:5][O:6][C:7]1[CH:8]=[C:9]([F:18])[C:10]2[CH2:14][O:13][B:12]([OH:15])[C:11]=2[C:16]=1[Cl:17])[C:3]#[N:4].CCN(C(C)C)C(C)C.[F:29][C:30]([F:42])([F:41])[O:31][C:32]1[CH:40]=[CH:39][C:35]([C:36](Cl)=[O:37])=[CH:34][CH:33]=1.Cl. The catalyst is C1COCC1.CCOC(C)=O. The product is [Cl:17][C:16]1[C:11]2[B:12]([OH:15])[O:13][CH2:14][C:10]=2[C:9]([F:18])=[CH:8][C:7]=1[O:6][CH2:5][C:2]([NH:1][C:36](=[O:37])[C:35]1[CH:39]=[CH:40][C:32]([O:31][C:30]([F:29])([F:41])[F:42])=[CH:33][CH:34]=1)([C:3]#[N:4])[CH3:19]. The yield is 0.0200. (7) The reactants are C(O[C:5](=[O:7])C)(=O)C.C(O)=O.[CH:11]1[C:19]2[N:18]3[C:20]([C@@H:23]4[C@H:27]([CH3:28])[CH2:26][C@H:25]([NH2:29])[CH2:24]4)=[CH:21][N:22]=[C:17]3[CH:16]=[N:15][C:14]=2[NH:13][CH:12]=1. The catalyst is C1COCC1. The product is [CH:11]1[C:19]2[N:18]3[C:20]([C@@H:23]4[C@H:27]([CH3:28])[CH2:26][C@H:25]([NH:29][CH:5]=[O:7])[CH2:24]4)=[CH:21][N:22]=[C:17]3[CH:16]=[N:15][C:14]=2[NH:13][CH:12]=1. The yield is 0.520. (8) The reactants are Cl.FC1C=C(C=CC=1)CN1C=C(C2C3C(=NC=C(C4C=CC(C5CCNCC5)=CC=4)C=3)N(S(C3C=CC(C)=CC=3)(=O)=O)C=2)C=N1.[F:46][C:47]1[CH:48]=[C:49]([CH:91]=[CH:92][CH:93]=1)[CH2:50][N:51]1[CH:55]=[C:54]([C:56]2[C:64]3[C:59](=[N:60][CH:61]=[C:62]([C:65]4[CH:70]=[CH:69][C:68]([N:71]5[CH2:76][CH2:75][N:74]([C:77](=[O:80])[CH2:78][OH:79])[CH2:73][CH2:72]5)=[CH:67][CH:66]=4)[CH:63]=3)[N:58](S(C3C=CC(C)=CC=3)(=O)=O)[CH:57]=2)[CH:53]=[N:52]1.[OH-].[Li+]. The catalyst is C1COCC1.CO.O. The product is [F:46][C:47]1[CH:48]=[C:49]([CH:91]=[CH:92][CH:93]=1)[CH2:50][N:51]1[CH:55]=[C:54]([C:56]2[C:64]3[C:59](=[N:60][CH:61]=[C:62]([C:65]4[CH:66]=[CH:67][C:68]([N:71]5[CH2:76][CH2:75][N:74]([C:77](=[O:80])[CH2:78][OH:79])[CH2:73][CH2:72]5)=[CH:69][CH:70]=4)[CH:63]=3)[NH:58][CH:57]=2)[CH:53]=[N:52]1. The yield is 0.357. (9) The reactants are [O:1]=[C:2]1[NH:6][C:5]2[CH:7]=[CH:8][C:9]([NH:11][C:12]3[C:13]4[C:20]5[CH2:21][CH2:22][CH:23]([C:25](OCC)=[O:26])[CH2:24][C:19]=5[S:18][C:14]=4[N:15]=[CH:16][N:17]=3)=[CH:10][C:4]=2[S:3]1.C([AlH]CC(C)C)C(C)C.[Cl-].[NH4+]. The catalyst is O1CCCC1. The product is [OH:26][CH2:25][CH:23]1[CH2:22][CH2:21][C:20]2[C:13]3[C:12]([NH:11][C:9]4[CH:8]=[CH:7][C:5]5[NH:6][C:2](=[O:1])[S:3][C:4]=5[CH:10]=4)=[N:17][CH:16]=[N:15][C:14]=3[S:18][C:19]=2[CH2:24]1. The yield is 0.790.